This data is from Full USPTO retrosynthesis dataset with 1.9M reactions from patents (1976-2016). The task is: Predict the reactants needed to synthesize the given product. (1) Given the product [F:9][C:10]1[CH:17]=[CH:16][C:13]([CH2:14][O:15][C:2]2[S:6][N:5]=[C:4]([S:7][CH3:8])[N:3]=2)=[CH:12][CH:11]=1, predict the reactants needed to synthesize it. The reactants are: Cl[C:2]1[S:6][N:5]=[C:4]([S:7][CH3:8])[N:3]=1.[F:9][C:10]1[CH:17]=[CH:16][C:13]([CH2:14][OH:15])=[CH:12][CH:11]=1.[H-].[Na+].[Cl-].[Na+]. (2) Given the product [O:38]1[C:42]2[CH:43]=[CH:44][C:45]([CH2:47][NH:48][C:3]([C:5]3[N:14]4[C:8]([CH2:9][N:10]([C:19]([C:21]5[CH:26]=[CH:25][C:24]([C:27]6[CH:32]=[CH:31][CH:30]=[CH:29][C:28]=6[CH3:33])=[C:23]([O:34][CH3:35])[CH:22]=5)=[O:20])[C:11]5[CH:18]=[CH:17][CH:16]=[CH:15][C:12]=5[CH2:13]4)=[CH:7][CH:6]=3)=[O:4])=[CH:46][C:41]=2[O:40][CH2:39]1, predict the reactants needed to synthesize it. The reactants are: ClC(Cl)(Cl)[C:3]([C:5]1[N:14]2[C:8]([CH2:9][N:10]([C:19]([C:21]3[CH:26]=[CH:25][C:24]([C:27]4[CH:32]=[CH:31][CH:30]=[CH:29][C:28]=4[CH3:33])=[C:23]([O:34][CH3:35])[CH:22]=3)=[O:20])[C:11]3[CH:18]=[CH:17][CH:16]=[CH:15][C:12]=3[CH2:13]2)=[CH:7][CH:6]=1)=[O:4].[O:38]1[C:42]2[CH:43]=[CH:44][C:45]([CH2:47][NH2:48])=[CH:46][C:41]=2[O:40][CH2:39]1.